Dataset: Full USPTO retrosynthesis dataset with 1.9M reactions from patents (1976-2016). Task: Predict the reactants needed to synthesize the given product. (1) Given the product [CH:12]1([C:8]2([OH:11])[CH2:7][CH2:6][C:5]3([O:4][CH2:3][CH2:2][O:1]3)[CH2:10][CH2:9]2)[CH2:17][CH2:16][CH2:15][CH2:14][CH2:13]1, predict the reactants needed to synthesize it. The reactants are: [O:1]1[C:5]2([CH2:10][CH2:9][C:8](=[O:11])[CH2:7][CH2:6]2)[O:4][CH2:3][CH2:2]1.[CH:12]1([Mg]Cl)[CH2:17][CH2:16][CH2:15][CH2:14][CH2:13]1. (2) Given the product [O:31]1[C:3]2=[CH:2][CH:10]=[CH:9][C:8]([NH2:7])=[C:4]2[CH:5]=[CH:32]1, predict the reactants needed to synthesize it. The reactants are: F[C:2]1[CH:3]=[C:4]2[C:8](=[CH:9][CH:10]=1)[NH:7]N=[C:5]2NC1C=CN=C(NC2C=C(S(N(C)C)(=O)=O)C=CC=2)N=1.[O:31]1C2CCCC(=O)C=2C=[CH:32]1.Cl.NO. (3) Given the product [Br:1][C:2]1[CH:21]=[CH:20][CH:19]=[CH:18][C:3]=1[C:4]([N:6]1[CH2:7][CH2:8][N:9]([C:12](=[O:17])[CH2:13][C:14]([NH:55][C:52]2[CH:51]=[CH:50][C:49]([C:45]3[CH:44]=[N:43][CH:48]=[CH:47][CH:46]=3)=[CH:54][CH:53]=2)=[O:16])[CH2:10][CH2:11]1)=[O:5], predict the reactants needed to synthesize it. The reactants are: [Br:1][C:2]1[CH:21]=[CH:20][CH:19]=[CH:18][C:3]=1[C:4]([N:6]1[CH2:11][CH2:10][N:9]([C:12](=[O:17])[CH2:13][C:14]([OH:16])=O)[CH2:8][CH2:7]1)=[O:5].CCN=C=NCCCN(C)C.C1C=CC2N(O)N=NC=2C=1.[N:43]1[CH:48]=[CH:47][CH:46]=[C:45]([C:49]2[CH:54]=[CH:53][C:52]([NH2:55])=[CH:51][CH:50]=2)[CH:44]=1. (4) Given the product [CH2:7]([O:11][C:12]1[CH:17]=[CH:16][C:15]([C:22]2[C:23]([NH2:28])=[N:24][CH:25]=[CH:26][CH:27]=2)=[CH:14][CH:13]=1)[CH2:8][CH2:9][CH3:10], predict the reactants needed to synthesize it. The reactants are: C(=O)([O-])[O-].[Na+].[Na+].[CH2:7]([O:11][C:12]1[CH:17]=[CH:16][C:15](B(O)O)=[CH:14][CH:13]=1)[CH2:8][CH2:9][CH3:10].Br[C:22]1[C:23]([NH2:28])=[N:24][CH:25]=[CH:26][CH:27]=1. (5) Given the product [CH3:1][O:2][C:3](=[O:55])[C@H:4]([N:41]1[CH2:45][CH2:44][C@H:43]([NH:46][C:47]([O:49][C:50]([CH3:51])([CH3:52])[CH3:53])=[O:48])[C:42]1=[O:54])[CH2:5][C:6]1[CH:7]=[C:8]2[C:13](=[CH:14][C:15]=1[O:16][C:17]([F:20])([F:19])[F:18])[C:12]([NH:21][C:22]([C:23]1[CH:24]=[CH:25][CH:26]=[CH:27][CH:28]=1)([C:35]1[CH:40]=[CH:39][CH:38]=[CH:37][CH:36]=1)[C:29]1[CH:34]=[CH:33][CH:32]=[CH:31][CH:30]=1)=[N:11][CH:10]=[CH:9]2, predict the reactants needed to synthesize it. The reactants are: [CH3:1][O:2][C:3](=[O:55])/[C:4](/[N:41]1[CH2:45][CH2:44][C@H:43]([NH:46][C:47]([O:49][C:50]([CH3:53])([CH3:52])[CH3:51])=[O:48])[C:42]1=[O:54])=[CH:5]\[C:6]1[CH:7]=[C:8]2[C:13](=[CH:14][C:15]=1[O:16][C:17]([F:20])([F:19])[F:18])[C:12]([NH:21][C:22]([C:35]1[CH:40]=[CH:39][CH:38]=[CH:37][CH:36]=1)([C:29]1[CH:34]=[CH:33][CH:32]=[CH:31][CH:30]=1)[C:23]1[CH:28]=[CH:27][CH:26]=[CH:25][CH:24]=1)=[N:11][CH:10]=[CH:9]2. (6) The reactants are: [Br:1][C:2]1[CH:3]=[C:4]([Si:8]([C:21]2[CH:26]=[CH:25][CH:24]=[C:23](Br)[CH:22]=2)([C:15]2[CH:20]=[CH:19][CH:18]=[CH:17][CH:16]=2)[C:9]2[CH:14]=[CH:13][CH:12]=[CH:11][CH:10]=2)[CH:5]=[CH:6][CH:7]=1.[CH:28]1[C:36]2[C:35]3[CH:37]=[CH:38][CH:39]=[CH:40][C:34]=3[S:33][C:32]=2[CH:31]=[CH:30][C:29]=1B(O)O.C([O-])([O-])=O.[K+].[K+]. Given the product [Br:1][C:2]1[CH:3]=[C:4]([Si:8]([C:21]2[CH:26]=[CH:25][CH:24]=[C:23]([C:38]3[CH:39]=[CH:40][C:34]4[S:33][C:32]5[CH:31]=[CH:30][CH:29]=[CH:28][C:36]=5[C:35]=4[CH:37]=3)[CH:22]=2)([C:9]2[CH:10]=[CH:11][CH:12]=[CH:13][CH:14]=2)[C:15]2[CH:16]=[CH:17][CH:18]=[CH:19][CH:20]=2)[CH:5]=[CH:6][CH:7]=1, predict the reactants needed to synthesize it. (7) Given the product [NH:18]1[CH:19]=[N:20][C:16]([C:12]2[CH:11]=[C:10]3[C:15](=[CH:14][CH:13]=2)[NH:7][N:8]=[C:9]3[C:40]2[CH:45]=[CH:44][C:43]([NH:46][C:67](=[O:63])[CH2:66][C:65]3[CH:50]=[CH:49][CH:48]=[CH:47][CH:64]=3)=[CH:42][CH:41]=2)=[N:17]1, predict the reactants needed to synthesize it. The reactants are: O1CCCCC1[N:7]1[C:15]2[C:10](=[CH:11][C:12]([C:16]3[N:20]=[CH:19][N:18](C(C4C=CC=CC=4)(C4C=CC=CC=4)C4C=CC=CC=4)[N:17]=3)=[CH:13][CH:14]=2)[C:9]([C:40]2[CH:45]=[CH:44][C:43]([NH2:46])=[CH:42][CH:41]=2)=[N:8]1.[C:47](Cl)(=O)[C:48]1C=CC=[CH:50][CH:49]=1.C(N(CC)CC)C.[O:63]1[CH2:67][CH2:66][CH2:65][CH2:64]1.